This data is from Forward reaction prediction with 1.9M reactions from USPTO patents (1976-2016). The task is: Predict the product of the given reaction. (1) Given the reactants C([O:3][C:4](=[O:25])[CH2:5][CH2:6][C:7]1[CH:12]=[CH:11][C:10]([O:13][CH2:14][CH:15]([CH3:22])[CH2:16][O:17]S(C)(=O)=O)=[CH:9][C:8]=1[CH2:23][CH3:24])C.[Cl:26][C:27]1[CH:32]=[CH:31][C:30](O)=[C:29]([O:34][C:35]2[CH:40]=[CH:39][CH:38]=[CH:37][CH:36]=2)[CH:28]=1, predict the reaction product. The product is: [Cl:26][C:27]1[CH:32]=[CH:31][C:30]([O:17][CH2:16][CH:15]([CH3:22])[CH2:14][O:13][C:10]2[CH:11]=[CH:12][C:7]([CH2:6][CH2:5][C:4]([OH:3])=[O:25])=[C:8]([CH2:23][CH3:24])[CH:9]=2)=[C:29]([O:34][C:35]2[CH:36]=[CH:37][CH:38]=[CH:39][CH:40]=2)[CH:28]=1. (2) Given the reactants C([O:3][C:4](/[CH:6]=[CH:7]/[C:8]1[C:13]2[CH2:14][C:15]3([O:20][C:12]=2[C:11]([O:21][CH3:22])=[CH:10][CH:9]=1)[CH2:19][CH2:18][CH2:17][CH2:16]3)=[O:5])C.[OH-].[Na+], predict the reaction product. The product is: [C:4](/[CH:6]=[CH:7]/[C:8]1[C:13]2[CH2:14][C:15]3([O:20][C:12]=2[C:11]([O:21][CH3:22])=[CH:10][CH:9]=1)[CH2:16][CH2:17][CH2:18][CH2:19]3)([OH:5])=[O:3].